Predict the reaction yield, written as a fraction of the theoretical maximum amount of product (1.0 means a 100% yield; for example, 0.34 means a 34% yield). From a dataset of Reaction yield outcomes from USPTO patents with 853,638 reactions. (1) The reactants are [CH3:1][C@H:2]1[C:7](=[O:8])[O:6][CH2:5][C:4]([CH3:10])([CH3:9])[NH:3]1.[Cl:11][C:12]1[CH:17]=[CH:16][C:15]([Mg]Br)=[CH:14][CH:13]=1.[NH4+].[Cl-].CCOC(C)=O. The catalyst is C1COCC1. The product is [Cl:11][C:12]1[CH:17]=[CH:16][C:15]([C@:7]2([OH:8])[O:6][CH2:5][C:4]([CH3:10])([CH3:9])[NH:3][C@H:2]2[CH3:1])=[CH:14][CH:13]=1. The yield is 0.290. (2) The reactants are C[N:2](C)[CH:3]=[CH:4][C:5]([C:7]1[C:12](=[O:13])[CH:11]=[CH:10][N:9]([C:14]2[CH:19]=[CH:18][CH:17]=[C:16]([C:20]([F:23])([F:22])[F:21])[CH:15]=2)[N:8]=1)=O.Cl.Cl.[CH2:27]([NH:34]N)[C:28]1[CH:33]=[CH:32][CH:31]=[CH:30][CH:29]=1.CCN(CC)CC.Cl. The catalyst is CO. The product is [CH2:27]([N:34]1[C:5]([C:7]2[C:12](=[O:13])[CH:11]=[CH:10][N:9]([C:14]3[CH:19]=[CH:18][CH:17]=[C:16]([C:20]([F:23])([F:22])[F:21])[CH:15]=3)[N:8]=2)=[CH:4][CH:3]=[N:2]1)[C:28]1[CH:33]=[CH:32][CH:31]=[CH:30][CH:29]=1. The yield is 0.470. (3) The reactants are [CH3:1][O:2][C:3]1[CH:4]=[C:5](/[CH:13]=[CH:14]/[CH:15]=[CH:16]/[C:17]([NH:19][C:20]2[C:25]([NH:26][C:27](=[O:44])/[CH:28]=[CH:29]/[CH:30]=[CH:31]/[C:32]3[CH:37]=[C:36]([O:38][CH3:39])[C:35]([O:40][CH3:41])=[C:34]([O:42][CH3:43])[CH:33]=3)=[CH:24][CH:23]=[CH:22][C:21]=2[O:45]C(=O)/C=C/C=C/C2C=C(OC)C(OC)=C(OC)C=2)=[O:18])[CH:6]=[C:7]([O:11][CH3:12])[C:8]=1[O:9][CH3:10].C(=O)([O-])[O-].[K+].[K+]. The catalyst is CO.O1CCCC1. The product is [CH3:12][O:11][C:7]1[CH:6]=[C:5](/[CH:13]=[CH:14]/[CH:15]=[CH:16]/[C:17]([NH:19][C:20]2[C:25]([NH:26][C:27](=[O:44])/[CH:28]=[CH:29]/[CH:30]=[CH:31]/[C:32]3[CH:33]=[C:34]([O:42][CH3:43])[C:35]([O:40][CH3:41])=[C:36]([O:38][CH3:39])[CH:37]=3)=[CH:24][CH:23]=[CH:22][C:21]=2[OH:45])=[O:18])[CH:4]=[C:3]([O:2][CH3:1])[C:8]=1[O:9][CH3:10]. The yield is 0.900. (4) The reactants are C1(C[N:8]2[CH2:17][CH2:16][N:15]3[C@H:10]([CH2:11][O:12][CH2:13][CH2:14]3)[CH2:9]2)C=CC=CC=1.[ClH:18]. The catalyst is CO.[Pd]. The product is [ClH:18].[ClH:18].[CH2:11]1[C@@H:10]2[CH2:9][NH:8][CH2:17][CH2:16][N:15]2[CH2:14][CH2:13][O:12]1. The yield is 0.990. (5) The reactants are Cl[CH:2]([CH3:5])[CH:3]=[CH2:4].[C:6]([NH:9][C:10]1[CH:15]=[CH:14][CH:13]=[CH:12][C:11]=1[OH:16])(=[O:8])[CH3:7]. No catalyst specified. The product is [CH3:5][CH:2]([O:16][C:11]1[CH:12]=[CH:13][CH:14]=[CH:15][C:10]=1[NH:9][C:6](=[O:8])[CH3:7])[CH:3]=[CH2:4]. The yield is 0.400. (6) The reactants are Br[CH:2]([C:6]1[CH:11]=[CH:10][CH:9]=[CH:8][CH:7]=1)[C:3]([OH:5])=[O:4].[NH2:12][C:13]1[CH:18]=[CH:17][CH:16]=[CH:15][CH:14]=1. The catalyst is ClCCl. The product is [C:6]1([CH:2]([NH:12][C:13]2[CH:18]=[CH:17][CH:16]=[CH:15][CH:14]=2)[C:3]([OH:5])=[O:4])[CH:11]=[CH:10][CH:9]=[CH:8][CH:7]=1. The yield is 0.970. (7) The reactants are [Cl:1][C:2]1[C:3]([O:12][C:13]2[CH:18]=[C:17]([OH:19])[CH:16]=[CH:15][C:14]=2/[CH:20]=[CH:21]/[C:22]([O:24][CH2:25][CH3:26])=[O:23])=[N:4][CH:5]=[C:6]([C:8]([F:11])([F:10])[F:9])[CH:7]=1.C(=O)([O-])[O-].[K+].[K+].[I-].[Na+].Cl[C:36]1[N:41]=[CH:40][CH:39]=[CH:38][N:37]=1. The catalyst is CN(C)C=O.O. The product is [Cl:1][C:2]1[C:3]([O:12][C:13]2[CH:18]=[C:17]([O:19][C:36]3[N:41]=[CH:40][CH:39]=[CH:38][N:37]=3)[CH:16]=[CH:15][C:14]=2/[CH:20]=[CH:21]/[C:22]([O:24][CH2:25][CH3:26])=[O:23])=[N:4][CH:5]=[C:6]([C:8]([F:9])([F:11])[F:10])[CH:7]=1. The yield is 0.540. (8) The reactants are [Cl-:1].[Cl-].[Cl-].[CH:4]1([Zr+3:9])[CH:8]=[CH:7][CH:6]=[CH:5]1.[CH3:10][Si:11]1([CH:15]2[C:23]3[C:18](=[CH:19][CH:20]=[CH:21][CH:22]=3)[CH:17]=[CH:16]2)[CH2:14][CH2:13][CH2:12]1.[Li]. The catalyst is ClCCl. The product is [Cl-:1].[Cl-:1].[CH3:10][Si:11]1([C:15]2[CH:23]([Zr+2:9][CH:4]3[CH:8]=[CH:7][CH:6]=[CH:5]3)[C:18]3[C:17]([CH:16]=2)=[CH:22][CH:21]=[CH:20][CH:19]=3)[CH2:12][CH2:13][CH2:14]1. The yield is 0.720. (9) The reactants are [BH4-].[Na+].[CH:3]([C:5]1[CH:15]=[CH:14][C:8]([CH:9]=[CH:10][C:11]([OH:13])=[O:12])=[CH:7][CH:6]=1)=[O:4]. The catalyst is C1COCC1.O.C1COCC1. The product is [OH:4][CH2:3][C:5]1[CH:6]=[CH:7][C:8]([CH:9]=[CH:10][C:11]([OH:13])=[O:12])=[CH:14][CH:15]=1. The yield is 0.520.